From a dataset of Full USPTO retrosynthesis dataset with 1.9M reactions from patents (1976-2016). Predict the reactants needed to synthesize the given product. (1) Given the product [Br:1][C:2]1[CH:3]=[N:4][CH:5]=[C:6]2[C:11]=1[N:10]=[C:9]([C:12]([N:19]1[CH2:20][CH2:21][C:17]([F:22])([F:16])[CH2:18]1)=[O:14])[CH:8]=[CH:7]2, predict the reactants needed to synthesize it. The reactants are: [Br:1][C:2]1[CH:3]=[N:4][CH:5]=[C:6]2[C:11]=1[N:10]=[C:9]([C:12]([OH:14])=O)[CH:8]=[CH:7]2.Cl.[F:16][C:17]1([F:22])[CH2:21][CH2:20][NH:19][CH2:18]1.C(N(CC)CC)C.CN(C(ON1N=NC2C=CC=NC1=2)=[N+](C)C)C.F[P-](F)(F)(F)(F)F. (2) Given the product [CH:1]12[CH2:10][CH:5]3[CH2:6][CH:7]([CH2:9][CH:3]([CH2:4]3)[CH:2]1[NH:11][C:12]([C:14]1[CH:15]=[N:16][N:17]([C:20]3[CH:25]=[CH:24][CH:23]=[CH:22][CH:21]=3)[C:18]=1[N:26]1[CH2:31][CH2:30][O:29][CH2:28][CH2:27]1)=[O:13])[CH2:8]2, predict the reactants needed to synthesize it. The reactants are: [CH:1]12[CH2:10][CH:5]3[CH2:6][CH:7]([CH2:9][CH:3]([CH2:4]3)[CH:2]1[NH:11][C:12]([C:14]1[CH:15]=[N:16][N:17]([C:20]3[CH:25]=[CH:24][CH:23]=[CH:22][CH:21]=3)[C:18]=1Cl)=[O:13])[CH2:8]2.[NH:26]1[CH2:31][CH2:30][O:29][CH2:28][CH2:27]1. (3) Given the product [CH3:1][O:2][C:3](=[O:27])[CH2:4][O:5][C:6]1[CH:15]=[CH:14][C:13]([Cl:16])=[C:12]2[C:7]=1[C:8]([O:26][CH:40]([F:42])[F:41])=[C:9]([S:18][C:19]1[CH:20]=[CH:21][C:22]([Cl:25])=[CH:23][CH:24]=1)[C:10]([CH3:17])=[N:11]2, predict the reactants needed to synthesize it. The reactants are: [CH3:1][O:2][C:3](=[O:27])[CH2:4][O:5][C:6]1[CH:15]=[CH:14][C:13]([Cl:16])=[C:12]2[C:7]=1[C:8](=[O:26])[C:9]([S:18][C:19]1[CH:24]=[CH:23][C:22]([Cl:25])=[CH:21][CH:20]=1)=[C:10]([CH3:17])[NH:11]2.CN(C)C=O.C(=O)([O-])[O-].[K+].[K+].Cl[C:40](OC(=O)C)([F:42])[F:41].